The task is: Predict the product of the given reaction.. This data is from Forward reaction prediction with 1.9M reactions from USPTO patents (1976-2016). (1) Given the reactants C[O:2][C:3]([C:5]1[S:6][C:7]([C:11]2[CH:20]=[CH:19][C:18]3[C:13](=[CH:14][CH:15]=[C:16]([OH:23])[C:17]=3[CH:21]=[O:22])[CH:12]=2)=[C:8]([CH3:10])[CH:9]=1)=[O:4].C, predict the reaction product. The product is: [CH:21]([C:17]1[C:16]([OH:23])=[CH:15][CH:14]=[C:13]2[C:18]=1[CH:19]=[CH:20][C:11]([C:7]1[S:6][C:5]([C:3]([OH:4])=[O:2])=[CH:9][C:8]=1[CH3:10])=[CH:12]2)=[O:22]. (2) Given the reactants Br[C:2]1[CH:7]=[CH:6][C:5]([S:8][CH3:9])=[C:4]([Cl:10])[CH:3]=1.C([Li])(C)(C)C.[CH2:16]([C@@H:18]1[O:20][CH2:19]1)[Cl:17], predict the reaction product. The product is: [Cl:17][CH2:16][C@H:18]([OH:20])[CH2:19][C:2]1[CH:7]=[CH:6][C:5]([S:8][CH3:9])=[C:4]([Cl:10])[CH:3]=1. (3) Given the reactants [CH3:1][O:2][C:3]([CH:5]1[CH2:10][N:9]([C:11]([O:13][C:14]([CH3:17])([CH3:16])[CH3:15])=[O:12])[CH2:8][CH2:7][NH:6]1)=[O:4].N1C=CC=CC=1.[Cl:24][C:25]1[CH:30]=[CH:29][C:28](B(O)O)=[CH:27][CH:26]=1, predict the reaction product. The product is: [Cl:24][C:25]1[CH:30]=[CH:29][C:28]([N:6]2[CH2:7][CH2:8][N:9]([C:11]([O:13][C:14]([CH3:17])([CH3:16])[CH3:15])=[O:12])[CH2:10][CH:5]2[C:3]([O:2][CH3:1])=[O:4])=[CH:27][CH:26]=1. (4) The product is: [CH3:30][N:7]([CH3:6])[C:8]1[CH:9]=[CH:10][C:11]([C:14]2[C:19]([N:20]3[CH2:21][CH2:22][C:4](=[O:5])[N:2]([CH3:3])[CH2:1][CH2:26]3)=[CH:18][CH:17]=[C:16]([O:28][CH3:29])[N:15]=2)=[CH:12][CH:13]=1. Given the reactants [CH3:1][N:2]([CH:4]=[O:5])[CH3:3].[CH3:6][N:7]([CH3:30])[C:8]1[CH:13]=[CH:12][C:11]([C:14]2[C:19]([N:20]3[CH2:26]CC(=O)N[CH2:22][CH2:21]3)=[CH:18][CH:17]=[C:16]([O:28][CH3:29])[N:15]=2)=[CH:10][CH:9]=1.[H-].[Na+].IC, predict the reaction product. (5) Given the reactants [N:1]1([C:7]([C:9]2[CH:10]=[C:11]([C:15]3[CH:20]=[CH:19][N:18]=[C:17]([NH2:21])[C:16]=3[N+:22]([O-])=O)[CH:12]=[CH:13][CH:14]=2)=[O:8])[CH2:6][CH2:5][O:4][CH2:3][CH2:2]1, predict the reaction product. The product is: [N:1]1([C:7]([C:9]2[CH:10]=[C:11]([C:15]3[CH:20]=[CH:19][N:18]=[C:17]([NH2:21])[C:16]=3[NH2:22])[CH:12]=[CH:13][CH:14]=2)=[O:8])[CH2:6][CH2:5][O:4][CH2:3][CH2:2]1.